This data is from Full USPTO retrosynthesis dataset with 1.9M reactions from patents (1976-2016). The task is: Predict the reactants needed to synthesize the given product. (1) The reactants are: [OH:1][CH2:2][C@H:3]1[CH2:8][O:7][CH:6]([CH2:9][NH:10][C:11](=[O:17])[O:12][C:13]([CH3:16])([CH3:15])[CH3:14])[CH2:5][CH2:4]1.[F:18][C:19]1[CH:20]=[C:21](O)[CH:22]=[CH:23][C:24]=1[F:25].C1C=CC(P(C2C=CC=CC=2)C2C=CC=CC=2)=CC=1.CC(OC(/N=N/C(OC(C)C)=O)=O)C. Given the product [F:18][C:19]1[CH:20]=[C:21]([CH:22]=[CH:23][C:24]=1[F:25])[O:1][CH2:2][C@H:3]1[CH2:8][O:7][C@@H:6]([CH2:9][NH:10][C:11](=[O:17])[O:12][C:13]([CH3:14])([CH3:16])[CH3:15])[CH2:5][CH2:4]1, predict the reactants needed to synthesize it. (2) Given the product [Cl:1][C:2]1[CH:8]=[C:7]([O:9][C:10]2[C:19]3[C:14](=[CH:15][C:16]([O:22][CH3:23])=[C:17]([O:20][CH3:21])[CH:18]=3)[N:13]=[CH:12][CH:11]=2)[CH:6]=[CH:5][C:3]=1[NH:4][C:32]([NH:43][C:44]1[S:45][CH:46]=[C:47]([CH2:49][C:50]([O:52][CH2:53][CH3:54])=[O:51])[N:48]=1)=[O:34], predict the reactants needed to synthesize it. The reactants are: [Cl:1][C:2]1[CH:8]=[C:7]([O:9][C:10]2[C:19]3[C:14](=[CH:15][C:16]([O:22][CH3:23])=[C:17]([O:20][CH3:21])[CH:18]=3)[N:13]=[CH:12][CH:11]=2)[CH:6]=[CH:5][C:3]=1[NH2:4].C(N(CC)CC)C.Cl[C:32](Cl)([O:34]C(=O)OC(Cl)(Cl)Cl)Cl.[NH2:43][C:44]1[S:45][CH:46]=[C:47]([CH2:49][C:50]([O:52][CH2:53][CH3:54])=[O:51])[N:48]=1. (3) Given the product [F:34][C:15]([F:14])([F:33])[O:16][C:17]1[CH:32]=[CH:31][C:20]([O:21][CH:22]2[CH2:25][N:24]([CH2:26][CH2:27][C:28]([NH:13][C@@H:9]3[CH2:8][O:7][C:6]4=[N:5][C:4]([N+:1]([O-:3])=[O:2])=[CH:12][N:11]4[CH2:10]3)=[O:29])[CH2:23]2)=[CH:19][CH:18]=1, predict the reactants needed to synthesize it. The reactants are: [N+:1]([C:4]1[N:5]=[C:6]2[N:11]([CH:12]=1)[CH2:10][CH:9]([NH2:13])[CH2:8][O:7]2)([O-:3])=[O:2].[F:14][C:15]([F:34])([F:33])[O:16][C:17]1[CH:32]=[CH:31][C:20]([O:21][CH:22]2[CH2:25][N:24]([CH2:26][CH2:27][C:28](Cl)=[O:29])[CH2:23]2)=[CH:19][CH:18]=1. (4) Given the product [Br:1][C:2]1[C:10]([F:11])=[CH:9][C:5]([C:6]([O:8][CH3:15])=[O:7])=[C:4]([F:12])[CH:3]=1, predict the reactants needed to synthesize it. The reactants are: [Br:1][C:2]1[C:10]([F:11])=[CH:9][C:5]([C:6]([OH:8])=[O:7])=[C:4]([F:12])[CH:3]=1.[N+](=[CH2:15])=[N-].CCOCC. (5) Given the product [CH3:1][C:2]1[CH:11]=[CH:10][C:9]2[C:4](=[CH:5][CH:6]=[CH:7][C:8]=2[O:12][CH2:13][CH2:14][N:15]2[CH2:20][CH2:19][N:18]([CH2:11][C:2]3[CH:1]=[C:42]4[C:41](=[CH:31][CH:32]=3)[N:18]=[CH:17][CH:16]=[N:15]4)[CH2:17][CH2:16]2)[N:3]=1, predict the reactants needed to synthesize it. The reactants are: [CH3:1][C:2]1[CH:11]=[CH:10][C:9]2[C:4](=[CH:5][CH:6]=[CH:7][C:8]=2[O:12][CH2:13][CH2:14][N:15]2[CH2:20][CH2:19][NH:18][CH2:17][CH2:16]2)[N:3]=1.C(O[BH-](O[C:31](=O)[CH3:32])OC(=O)C)(=O)C.[Na+].C([O-])(O)=O.[Na+].Cl[CH2:41][CH2:42]Cl.